Dataset: Full USPTO retrosynthesis dataset with 1.9M reactions from patents (1976-2016). Task: Predict the reactants needed to synthesize the given product. (1) The reactants are: [F:1][C:2]([F:28])([F:27])[C:3]1[CH:4]=[C:5]([CH:20]=[C:21]([C:23]([F:26])([F:25])[F:24])[CH:22]=1)[CH:6]=[N:7][CH2:8][C:9]1[CH:14]=[C:13]([C:15]([F:18])([F:17])[F:16])[CH:12]=[CH:11][C:10]=1[Cl:19].[BH4-].[Na+]. Given the product [Cl:19][C:10]1[CH:11]=[CH:12][C:13]([C:15]([F:16])([F:17])[F:18])=[CH:14][C:9]=1[CH2:8][NH:7][CH2:6][C:5]1[CH:20]=[C:21]([C:23]([F:25])([F:26])[F:24])[CH:22]=[C:3]([C:2]([F:1])([F:27])[F:28])[CH:4]=1, predict the reactants needed to synthesize it. (2) Given the product [Cl:19][C:13]1[C:14]2[N:15]=[C:7]([C:1]3[CH:6]=[CH:5][CH:4]=[CH:3][CH:2]=3)[O:8][C:9]=2[N:10]=[CH:11][N:12]=1, predict the reactants needed to synthesize it. The reactants are: [C:1]1([C:7]2[O:8][C:9]3[N:10]=[CH:11][N:12]=[C:13](O)[C:14]=3[N:15]=2)[CH:6]=[CH:5][CH:4]=[CH:3][CH:2]=1.O=P(Cl)(Cl)[Cl:19]. (3) Given the product [CH3:16][C:8]1[CH:9]=[C:10]([CH:11]=[CH:12][C:7]=1[O:6][CH2:5][C:4]1[CH:17]=[CH:18][CH:19]=[C:2]([F:1])[CH:3]=1)[NH2:13], predict the reactants needed to synthesize it. The reactants are: [F:1][C:2]1[CH:3]=[C:4]([CH:17]=[CH:18][CH:19]=1)[CH2:5][O:6][C:7]1[CH:12]=[CH:11][C:10]([N+:13]([O-])=O)=[CH:9][C:8]=1[CH3:16].[H][H]. (4) The reactants are: [Cl:1][CH2:2][C@H:3]1[C:11]2[C:10]3[CH:12]=[CH:13][CH:14]=[CH:15][C:9]=3[C:8]([O:16][CH2:17][C:18]3[CH:23]=[CH:22][C:21]([NH:24][C:25](=[O:56])[C@@H:26]([NH:34][C:35](=[O:55])[C@@H:36]([NH:40][C:41](=[O:54])[CH2:42][CH2:43][CH2:44][CH2:45][CH2:46][N:47]4[C:51](=[O:52])[CH:50]=[CH:49][C:48]4=[O:53])[CH:37]([CH3:39])[CH3:38])[CH2:27][CH2:28][CH2:29][NH:30][C:31]([NH2:33])=[O:32])=[CH:20][CH:19]=3)=[CH:7][C:6]=2[N:5](C(OC(C)(C)C)=O)[CH2:4]1.C(O)(C(F)(F)F)=O.C(OCC)(=O)C.N. Given the product [Cl:1][CH2:2][C@H:3]1[C:11]2[C:10]3[CH:12]=[CH:13][CH:14]=[CH:15][C:9]=3[C:8]([O:16][CH2:17][C:18]3[CH:19]=[CH:20][C:21]([NH:24][C:25](=[O:56])[C@@H:26]([NH:34][C:35](=[O:55])[C@@H:36]([NH:40][C:41](=[O:54])[CH2:42][CH2:43][CH2:44][CH2:45][CH2:46][N:47]4[C:51](=[O:52])[CH:50]=[CH:49][C:48]4=[O:53])[CH:37]([CH3:39])[CH3:38])[CH2:27][CH2:28][CH2:29][NH:30][C:31]([NH2:33])=[O:32])=[CH:22][CH:23]=3)=[CH:7][C:6]=2[NH:5][CH2:4]1, predict the reactants needed to synthesize it. (5) Given the product [CH:39]1([C:36]2[C:35]([C:42]3[CH:47]=[C:46]([O:48][CH3:49])[CH:45]=[CH:44][C:43]=3[F:50])=[CH:34][C:33]([CH2:32][O:1][C:2]3[CH:3]=[C:4]([CH2:8][CH2:9][C:10]([OH:12])=[O:11])[CH:5]=[CH:6][CH:7]=3)=[CH:38][CH:37]=2)[CH2:41][CH2:40]1, predict the reactants needed to synthesize it. The reactants are: [OH:1][C:2]1[CH:3]=[C:4]([CH2:8][CH2:9][C:10]([OH:12])=[O:11])[CH:5]=[CH:6][CH:7]=1.[OH-].C([P+](CCCC)(CCCC)CCCC)CCC.Cl[CH2:32][C:33]1[CH:34]=[C:35]([C:42]2[CH:47]=[C:46]([O:48][CH3:49])[CH:45]=[CH:44][C:43]=2[F:50])[C:36]([CH:39]2[CH2:41][CH2:40]2)=[CH:37][CH:38]=1. (6) The reactants are: C1(C)C=CC=CC=1.Br[C:9]1[CH:21]=[CH:20][C:12]([C:13]([O:15][C:16]([CH3:19])([CH3:18])[CH3:17])=[O:14])=[C:11]([NH:22][C:23]2[CH:28]=[CH:27][C:26]([F:29])=[CH:25][CH:24]=2)[CH:10]=1.CC1(C)C(C)(C)OB([C:38]2[C:47]3[C:42](=[CH:43][CH:44]=[CH:45][CH:46]=3)[CH:41]=[N:40][CH:39]=2)O1.C(=O)([O-])O.[Na+]. Given the product [F:29][C:26]1[CH:27]=[CH:28][C:23]([NH:22][C:11]2[CH:10]=[C:9]([C:38]3[C:47]4[C:42](=[CH:43][CH:44]=[CH:45][CH:46]=4)[CH:41]=[N:40][CH:39]=3)[CH:21]=[CH:20][C:12]=2[C:13]([O:15][C:16]([CH3:19])([CH3:18])[CH3:17])=[O:14])=[CH:24][CH:25]=1, predict the reactants needed to synthesize it. (7) Given the product [CH3:1][O:2][C:3]1[CH:4]=[C:5]2[C:10](=[CH:11][C:12]=1[O:13][CH3:14])[CH:9]=[C:8]([C:15]([Cl:20])=[O:17])[CH2:7][CH2:6]2, predict the reactants needed to synthesize it. The reactants are: [CH3:1][O:2][C:3]1[CH:4]=[C:5]2[C:10](=[CH:11][C:12]=1[O:13][CH3:14])[CH:9]=[C:8]([C:15]([OH:17])=O)[CH2:7][CH2:6]2.O=S(Cl)[Cl:20].